Dataset: Forward reaction prediction with 1.9M reactions from USPTO patents (1976-2016). Task: Predict the product of the given reaction. (1) Given the reactants [H-].[Na+].[Cl:3][C:4]1[C:5]([N:11]2[CH2:15][CH2:14][C@@H:13]([NH:16][C:17](=[O:23])[O:18][C:19]([CH3:22])([CH3:21])[CH3:20])[CH2:12]2)=[CH:6][N:7]=[N:8][C:9]=1[Cl:10].[CH3:24]I.O, predict the reaction product. The product is: [Cl:3][C:4]1[C:5]([N:11]2[CH2:15][CH2:14][C@@H:13]([N:16]([CH3:24])[C:17](=[O:23])[O:18][C:19]([CH3:20])([CH3:22])[CH3:21])[CH2:12]2)=[CH:6][N:7]=[N:8][C:9]=1[Cl:10]. (2) The product is: [C:1]1([C@@H:7]([NH:9][C:10]([C:12]2[NH:13][C:14]([C:20]([C:19]3[C:18]([Cl:17])=[N:26][CH:25]=[CH:24][CH:23]=3)=[O:21])=[CH:15][CH:16]=2)=[O:11])[CH3:8])[CH:2]=[CH:3][CH:4]=[CH:5][CH:6]=1. Given the reactants [C:1]1([C@@H:7]([NH:9][C:10]([C:12]2[NH:13][CH:14]=[CH:15][CH:16]=2)=[O:11])[CH3:8])[CH:6]=[CH:5][CH:4]=[CH:3][CH:2]=1.[Cl:17][C:18]1[N:26]=[CH:25][CH:24]=[CH:23][C:19]=1[C:20](Cl)=[O:21].[Sn](Cl)(Cl)(Cl)Cl, predict the reaction product.